From a dataset of Full USPTO retrosynthesis dataset with 1.9M reactions from patents (1976-2016). Predict the reactants needed to synthesize the given product. (1) Given the product [Cl:40][C:19]1[N:20]=[N+:21]([O-:22])[C:16]2[CH:15]=[C:14]([O:13][CH2:12][CH2:11][N:5]3[CH2:10][CH2:9][O:8][CH2:7][CH2:6]3)[CH:25]=[CH:24][C:17]=2[N:18]=1, predict the reactants needed to synthesize it. The reactants are: N([O-])=O.[Na+].[N:5]1([CH2:11][CH2:12][O:13][C:14]2[CH:25]=[CH:24][C:17]3[N:18]=[C:19](N)[N:20]=[N+:21]([O-:22])[C:16]=3[CH:15]=2)[CH2:10][CH2:9][O:8][CH2:7][CH2:6]1.C([O-])(O)=O.[Na+].CN(C)C1C=CC=CC=1.[ClH:40]. (2) Given the product [CH3:1][O:2][C:3]([C:5]1([CH3:18])[CH2:6][CH2:7][N:8]([C:11]([O:13][C:14]([CH3:17])([CH3:16])[CH3:15])=[O:12])[CH2:9][CH2:10]1)=[O:4], predict the reactants needed to synthesize it. The reactants are: [CH3:1][O:2][C:3]([CH:5]1[CH2:10][CH2:9][N:8]([C:11]([O:13][C:14]([CH3:17])([CH3:16])[CH3:15])=[O:12])[CH2:7][CH2:6]1)=[O:4].[CH:18]([N-]C(C)C)(C)C.[Li+].IC. (3) Given the product [NH2:54][C:49]1[CH:48]=[CH:47][CH:46]=[CH:51][C:50]=1[NH:52][C:6](=[O:8])[C:5]1[CH:9]=[CH:10][C:2]([NH:1][C:15]2[N:16]=[C:71]([C:72]3[N:39]4[CH:40]=[CH:41][CH:42]=[CH:17][C:38]4=[N:37][C:36]=3[CH3:35])[CH:70]=[CH:69][N:14]=2)=[CH:3][C:4]=1[F:11], predict the reactants needed to synthesize it. The reactants are: [NH2:1][C:2]1[CH:10]=[CH:9][C:5]([C:6]([OH:8])=O)=[C:4]([F:11])[CH:3]=1.Cl.O.[N:14]#[C:15][NH2:16].[C:17](Cl)(=O)C.C([O-])(O)=O.[Na+].C([O-])([O-])=O.[K+].[K+].O.[OH-].[Li+].[CH3:35][CH2:36][N:37]=[C:38]=[N:39][CH2:40][CH2:41][CH2:42]N(C)C.[CH:46]1[CH:47]=[CH:48][C:49]2[N:54](O)N=[N:52][C:50]=2[CH:51]=1.C(N(C(C)C)C(C)C)C.NOC1[CH2:72][CH2:71][CH2:70][CH2:69]O1. (4) Given the product [C:29]([C:10]1[C:11]2[C:16](=[CH:15][C:14]([O:19][C:20]3[C:25]([CH3:26])=[CH:24][CH:23]=[CH:22][C:21]=3[CH2:27][CH3:28])=[CH:13][CH:12]=2)[C:17]([OH:18])=[C:8]([C:6]([NH:31][CH2:32][C:33]([OH:35])=[O:34])=[O:7])[N:9]=1)#[N:30], predict the reactants needed to synthesize it. The reactants are: C(O[C:6]([C:8]1[N:9]=[C:10]([C:29]#[N:30])[C:11]2[C:16]([C:17]=1[OH:18])=[CH:15][C:14]([O:19][C:20]1[C:25]([CH3:26])=[CH:24][CH:23]=[CH:22][C:21]=1[CH2:27][CH3:28])=[CH:13][CH:12]=2)=[O:7])CCC.[NH2:31][CH2:32][C:33]([OH:35])=[O:34]. (5) Given the product [Cl:16][CH2:15][CH2:14][O:1][N:2]1[C:10](=[O:11])[C:9]2[C:4](=[CH:5][CH:6]=[CH:7][CH:8]=2)[C:3]1=[O:12], predict the reactants needed to synthesize it. The reactants are: [OH:1][N:2]1[C:10](=[O:11])[C:9]2[C:4](=[CH:5][CH:6]=[CH:7][CH:8]=2)[C:3]1=[O:12].Br[CH2:14][CH2:15][Cl:16].C(N(CC)CC)C. (6) Given the product [C:7]([OH:15])(=[O:24])[CH3:8].[CH2:16]([N:3]([CH2:1][CH3:2])[CH2:4][CH2:5][NH:6][C:7](=[O:15])[C:8]1[CH:9]=[CH:10][C:11]([NH2:14])=[C:12]([Cl:18])[CH:13]=1)[CH3:17], predict the reactants needed to synthesize it. The reactants are: [CH2:1]([N:3]([CH2:16][CH3:17])[CH2:4][CH2:5][NH:6][C:7](=[O:15])[C:8]1[CH:13]=[CH:12][C:11]([NH2:14])=[CH:10][CH:9]=1)[CH3:2].[Cl:18]N1C(=[O:24])CCC1=O. (7) Given the product [OH:9][CH2:8][CH2:7][O:6][P:5]([CH2:11][C:12]1[CH:17]=[CH:16][C:15]([NH:18][C:22]2[N:27]=[C:26]([NH:28][C:29]3[CH:38]=[CH:37][CH:36]=[CH:35][C:30]=3[C:31](=[O:32])[NH:33][CH3:34])[C:25]([C:39]([F:42])([F:40])[F:41])=[CH:24][N:23]=2)=[C:14]([O:19][CH3:20])[CH:13]=1)(=[O:10])[O:4][CH2:3][CH2:2][OH:1], predict the reactants needed to synthesize it. The reactants are: [OH:1][CH2:2][CH2:3][O:4][P:5]([CH2:11][C:12]1[CH:17]=[CH:16][C:15]([NH2:18])=[C:14]([O:19][CH3:20])[CH:13]=1)(=[O:10])[O:6][CH2:7][CH2:8][OH:9].Cl[C:22]1[N:27]=[C:26]([NH:28][C:29]2[CH:38]=[CH:37][CH:36]=[CH:35][C:30]=2[C:31]([NH:33][CH3:34])=[O:32])[C:25]([C:39]([F:42])([F:41])[F:40])=[CH:24][N:23]=1. (8) Given the product [CH2:10]=[CH:9][C:8]([NH:3][C:13]([CH:14]=[CH2:15])=[O:17])=[O:11], predict the reactants needed to synthesize it. The reactants are: C([N:3](CC)CC)C.[C:8](Cl)(=[O:11])[CH:9]=[CH2:10].[C:13](Cl)(=[O:17])[C:14](C)=[CH2:15].